Dataset: Full USPTO retrosynthesis dataset with 1.9M reactions from patents (1976-2016). Task: Predict the reactants needed to synthesize the given product. (1) Given the product [OH:19][CH2:18][C:16]1[N:17]=[C:13]([C:11]2[O:28][C:8]([CH2:7][C:2]([CH3:29])([CH3:1])[C:3]([O:5][CH3:6])=[O:4])=[N:9][N:10]=2)[S:14][CH:15]=1, predict the reactants needed to synthesize it. The reactants are: [CH3:1][C:2]([CH3:29])([CH2:7][C:8](=[O:28])[NH:9][NH:10][C:11]([C:13]1[S:14][CH:15]=[C:16]([CH2:18][O:19]COCC[Si](C)(C)C)[N:17]=1)=O)[C:3]([O:5][CH3:6])=[O:4]. (2) The reactants are: [H-].[Al+3].[Li+].[H-].[H-].[H-].[CH3:7][O:8][C:9]1[CH:14]=[CH:13][C:12]([C:15]2[CH:16]=[C:17]([C:20](OCC)=[O:21])[NH:18][N:19]=2)=[CH:11][CH:10]=1.[OH-].[Na+]. Given the product [CH3:7][O:8][C:9]1[CH:10]=[CH:11][C:12]([C:15]2[CH:16]=[C:17]([CH2:20][OH:21])[NH:18][N:19]=2)=[CH:13][CH:14]=1, predict the reactants needed to synthesize it.